This data is from Catalyst prediction with 721,799 reactions and 888 catalyst types from USPTO. The task is: Predict which catalyst facilitates the given reaction. (1) Reactant: [F:1][C:2]1[CH:3]=[C:4]([CH:7]=[C:8]([F:19])[C:9]=1[O:10][C:11]1[CH:16]=[CH:15][C:14]([CH:17]=[O:18])=[CH:13][CH:12]=1)[C:5]#[N:6].OO.C(=O)([O-])[O-:23].[K+].[K+]. Product: [F:1][C:2]1[CH:3]=[C:4]([CH:7]=[C:8]([F:19])[C:9]=1[O:10][C:11]1[CH:16]=[CH:15][C:14]([CH:17]=[O:18])=[CH:13][CH:12]=1)[C:5]([NH2:6])=[O:23]. The catalyst class is: 16. (2) Reactant: [C:1]([O:5][C:6]([N:8]1[C:16]2[C:11](=[CH:12][CH:13]=[C:14]([O:17][Si](C(C)(C)C)(C3C=CC=CC=3)C3C=CC=CC=3)[CH:15]=2)[C:10]([CH:35]2[CH2:38][CH2:37][CH2:36]2)=[N:9]1)=[O:7])([CH3:4])([CH3:3])[CH3:2].CCCC[N+](CCCC)(CCCC)CCCC.[F-].C1COCC1.O. Product: [C:1]([O:5][C:6]([N:8]1[C:16]2[C:11](=[CH:12][CH:13]=[C:14]([OH:17])[CH:15]=2)[C:10]([CH:35]2[CH2:36][CH2:37][CH2:38]2)=[N:9]1)=[O:7])([CH3:4])([CH3:2])[CH3:3]. The catalyst class is: 220. (3) Reactant: C[O-].[Na+].Cl.[NH2:5][OH:6].C[O:8][C:9](=O)[CH2:10][CH2:11][CH2:12][CH2:13][CH2:14][NH:15][C:16](=[O:27])/[CH:17]=[CH:18]/[CH:19]=[CH:20]/[C:21]1[CH:26]=[CH:25][CH:24]=[CH:23][CH:22]=1. Product: [OH:6][NH:5][C:9]([CH2:10][CH2:11][CH2:12][CH2:13][CH2:14][NH:15][C:16](=[O:27])/[CH:17]=[CH:18]/[CH:19]=[CH:20]/[C:21]1[CH:26]=[CH:25][CH:24]=[CH:23][CH:22]=1)=[O:8]. The catalyst class is: 5. (4) Reactant: [Br:1][C:2]1[CH:3]=[C:4]([C:9]([O:11][CH3:12])=[O:10])[C:5](=[O:8])[NH:6][CH:7]=1.Br[CH2:14][C:15]1[CH:20]=[CH:19][C:18]([Cl:21])=[CH:17][CH:16]=1. Product: [Cl:21][C:18]1[CH:19]=[CH:20][C:15]([CH2:14][N:6]2[CH:7]=[C:2]([Br:1])[CH:3]=[C:4]([C:9]([O:11][CH3:12])=[O:10])[C:5]2=[O:8])=[CH:16][CH:17]=1. The catalyst class is: 118. (5) Reactant: [Br:1][C:2]1[CH:17]=[CH:16][C:5]([O:6][CH2:7][C:8]2[CH:15]=[CH:14][C:11]([CH:12]=[O:13])=[CH:10][CH:9]=2)=[CH:4][CH:3]=1.[BH4-].[Na+]. Product: [Br:1][C:2]1[CH:3]=[CH:4][C:5]([O:6][CH2:7][C:8]2[CH:15]=[CH:14][C:11]([CH2:12][OH:13])=[CH:10][CH:9]=2)=[CH:16][CH:17]=1. The catalyst class is: 8. (6) Reactant: [CH2:1]([C:8]1[N:9]=[C:10](Cl)[C:11]2[CH2:17][CH2:16][N:15]([CH2:18][C:19]3[CH:24]=[CH:23][CH:22]=[CH:21][CH:20]=3)[CH2:14][CH2:13][C:12]=2[N:25]=1)[C:2]1[CH:7]=[CH:6][CH:5]=[CH:4][CH:3]=1.[C:27](=O)([O-])[O-].[Cs+].[Cs+].CB1OB(C)OB(C)O1. Product: [CH2:1]([C:8]1[N:9]=[C:10]([CH3:27])[C:11]2[CH2:17][CH2:16][N:15]([CH2:18][C:19]3[CH:24]=[CH:23][CH:22]=[CH:21][CH:20]=3)[CH2:14][CH2:13][C:12]=2[N:25]=1)[C:2]1[CH:7]=[CH:6][CH:5]=[CH:4][CH:3]=1. The catalyst class is: 12. (7) Reactant: C([O:4][C:5]1[CH:6]=[C:7]([C:15]([O:17][CH3:18])=[O:16])[CH:8]=[C:9]([CH:14]=1)[C:10]([O:12][CH3:13])=[O:11])C=C.CN(C)[C:21]1[CH:26]=CC=C[CH:22]=1. Product: [CH2:26]([C:14]1[C:5]([OH:4])=[CH:6][C:7]([C:15]([O:17][CH3:18])=[O:16])=[CH:8][C:9]=1[C:10]([O:12][CH3:13])=[O:11])[CH:21]=[CH2:22]. The catalyst class is: 25. (8) Product: [CH3:19][NH:18][C@H:14]1[C:15]2[C:10](=[CH:9][C:8]([CH2:7][N:1]3[CH2:6][CH2:5][CH2:4][CH2:3][CH2:2]3)=[CH:17][CH:16]=2)[CH2:11][CH2:12][CH2:13]1. Reactant: [N:1]1([CH2:7][C:8]2[CH:9]=[C:10]3[C:15](=[CH:16][CH:17]=2)[C@H:14]([NH:18][C:19](=O)OC(C)(C)C)[CH2:13][CH2:12][CH2:11]3)[CH2:6][CH2:5][CH2:4][CH2:3][CH2:2]1.[H-].[Al+3].[Li+].[H-].[H-].[H-]. The catalyst class is: 11. (9) Reactant: [C:1](Cl)(=[O:4])[CH:2]=[CH2:3].[Cl:6][C:7]1[CH:8]=[C:9]([NH:15][C:16]2[C:25]3[C:20](=[CH:21][CH:22]=[C:23]([NH2:26])[CH:24]=3)[N:19]=[CH:18][N:17]=2)[C:10]([F:14])=[CH:11][C:12]=1[Cl:13]. Product: [Cl:6][C:7]1[CH:8]=[C:9]([NH:15][C:16]2[C:25]3[C:20](=[CH:21][CH:22]=[C:23]([NH:26][C:1](=[O:4])[CH:2]=[CH2:3])[CH:24]=3)[N:19]=[CH:18][N:17]=2)[C:10]([F:14])=[CH:11][C:12]=1[Cl:13]. The catalyst class is: 1. (10) Reactant: Cl.[CH:2]12[CH2:20][CH:5]([CH:6]([NH:8][C:9]([C:11]3[C:19]4[C:14](=[CH:15][CH:16]=[CH:17][CH:18]=4)[NH:13][N:12]=3)=[O:10])[CH2:7]1)[CH2:4][NH:3]2.[CH2:21]1[CH:23]([CH:24](O)C#N)[CH2:22]1.C(N(CC)C(C)C)(C)C.C(O)(=O)C.C(O[BH-](OC(=O)C)OC(=O)C)(=O)C.[Na+]. Product: [CH:23]1([CH2:24][N:3]2[CH2:4][CH:5]3[CH2:20][CH:2]2[CH2:7][CH:6]3[NH:8][C:9]([C:11]2[C:19]3[C:14](=[CH:15][CH:16]=[CH:17][CH:18]=3)[NH:13][N:12]=2)=[O:10])[CH2:21][CH2:22]1. The catalyst class is: 6.